The task is: Predict the reaction yield, written as a fraction of the theoretical maximum amount of product (1.0 means a 100% yield; for example, 0.34 means a 34% yield).. This data is from Reaction yield outcomes from USPTO patents with 853,638 reactions. (1) The reactants are [F:1][C:2]([F:28])([C:17]1[C:26]2[C:21](=[CH:22][CH:23]=[CH:24][CH:25]=2)[C:20]([F:27])=[CH:19][CH:18]=1)[CH2:3][NH:4][C:5]1[C:6]([F:16])=[C:7]([CH2:12][C:13](O)=[O:14])[C:8]([Cl:11])=[CH:9][CH:10]=1.F[P-](F)(F)(F)(F)F.N1(O[P+](N(C)C)(N(C)C)N(C)C)C2C=CC=CC=2N=N1.[NH2:56][CH2:57][C:58]1[CH:59]=[CH:60][C:61]([NH:65][C:66]([O:68][C:69]([CH3:72])([CH3:71])[CH3:70])=[O:67])=[N:62][C:63]=1[CH3:64].CCN(C(C)C)C(C)C. The catalyst is CN(C=O)C. The product is [F:28][C:2]([F:1])([C:17]1[C:26]2[C:21](=[CH:22][CH:23]=[CH:24][CH:25]=2)[C:20]([F:27])=[CH:19][CH:18]=1)[CH2:3][NH:4][C:5]1[C:6]([F:16])=[C:7]([CH2:12][C:13]([NH:56][CH2:57][C:58]2[C:63]([CH3:64])=[N:62][C:61]([NH:65][C:66]([O:68][C:69]([CH3:71])([CH3:70])[CH3:72])=[O:67])=[CH:60][CH:59]=2)=[O:14])[C:8]([Cl:11])=[CH:9][CH:10]=1. The yield is 0.490. (2) The product is [C:11]([NH:14][C:15]1[S:16][C:17]([S:20]([N:6]([CH3:7])[CH2:5][C:4]([N:3]([CH2:9][CH3:10])[CH2:1][CH3:2])=[O:8])(=[O:21])=[O:22])=[CH:18][N:19]=1)(=[O:13])[CH3:12]. The reactants are [CH2:1]([N:3]([CH2:9][CH3:10])[C:4](=[O:8])[CH2:5][NH:6][CH3:7])[CH3:2].[C:11]([NH:14][C:15]1[S:16][C:17]([S:20](Cl)(=[O:22])=[O:21])=[CH:18][N:19]=1)(=[O:13])[CH3:12].CCN(C(C)C)C(C)C. The catalyst is C(Cl)Cl. The yield is 0.590. (3) The reactants are [C:1]([O:5][CH2:6][CH3:7])(=[O:4])[CH:2]=O.[Cl:8][C:9]1[CH:14]=[CH:13][C:12]([S:15]([N:18]=[C:19]=O)(=[O:17])=[O:16])=[CH:11][CH:10]=1.C[O:22]C=CC([Si](C)(C)C)=C.[C:31]1([CH3:37])C=CC=C[CH:32]=1. No catalyst specified. The product is [Cl:8][C:9]1[CH:10]=[CH:11][C:12]([S:15]([N:18]2[CH:19]=[CH:37][C:31](=[O:22])[CH2:32][CH:2]2[C:1]([O:5][CH2:6][CH3:7])=[O:4])(=[O:16])=[O:17])=[CH:13][CH:14]=1. The yield is 0.340. (4) The catalyst is CN(C=O)C. The product is [C:54]([O:58][C:59](=[O:62])[CH2:60][O:1][N:2]1[C:5](=[O:6])[C@@H:4]([NH:7][C:8](=[O:45])/[C:9](=[N:35]\[O:36][CH2:37][C:38]([O:40][C:41]([CH3:42])([CH3:44])[CH3:43])=[O:39])/[C:10]2[N:11]=[C:12]([NH:15][C:16]([C:23]3[CH:28]=[CH:27][CH:26]=[CH:25][CH:24]=3)([C:29]3[CH:30]=[CH:31][CH:32]=[CH:33][CH:34]=3)[C:17]3[CH:18]=[CH:19][CH:20]=[CH:21][CH:22]=3)[S:13][CH:14]=2)[C:3]1([CH3:47])[CH3:46])([CH3:57])([CH3:56])[CH3:55]. The reactants are [OH:1][N:2]1[C:5](=[O:6])[C@@H:4]([NH:7][C:8](=[O:45])/[C:9](=[N:35]\[O:36][CH2:37][C:38]([O:40][C:41]([CH3:44])([CH3:43])[CH3:42])=[O:39])/[C:10]2[N:11]=[C:12]([NH:15][C:16]([C:29]3[CH:34]=[CH:33][CH:32]=[CH:31][CH:30]=3)([C:23]3[CH:28]=[CH:27][CH:26]=[CH:25][CH:24]=3)[C:17]3[CH:22]=[CH:21][CH:20]=[CH:19][CH:18]=3)[S:13][CH:14]=2)[C:3]1([CH3:47])[CH3:46].C(=O)([O-])[O-].[K+].[K+].[C:54]([O:58][C:59](=[O:62])[CH2:60]Br)([CH3:57])([CH3:56])[CH3:55]. The yield is 0.795. (5) The reactants are [CH3:1][N:2]([CH2:10][CH2:11][S:12]([CH3:15])(=[O:14])=[O:13])C(=O)OC(C)(C)C.[ClH:16]. The catalyst is C(OCC)(=O)C. The product is [ClH:16].[CH3:1][NH:2][CH2:10][CH2:11][S:12]([CH3:15])(=[O:14])=[O:13]. The yield is 0.640. (6) The reactants are Br[C:2]1[CH:7]=[CH:6][C:5]([Br:8])=[CH:4][N:3]=1.C([O-])([O-])=O.[K+].[K+].[Cl:15][C:16]1[CH:17]=[C:18]([OH:23])[CH:19]=[CH:20][C:21]=1[Cl:22].O. The catalyst is CN(C=O)C. The product is [Br:8][C:5]1[CH:6]=[CH:7][C:2]([O:23][C:18]2[CH:19]=[CH:20][C:21]([Cl:22])=[C:16]([Cl:15])[CH:17]=2)=[N:3][CH:4]=1. The yield is 1.00.